Dataset: Catalyst prediction with 721,799 reactions and 888 catalyst types from USPTO. Task: Predict which catalyst facilitates the given reaction. Reactant: [C:1]([O:4][C@H:5]([C:43]1[CH:48]=[CH:47][C:46]([F:49])=[CH:45][CH:44]=1)[CH2:6][CH2:7][C@H:8]1[C:11](=[O:12])[N:10]([C:13]2[CH:18]=[CH:17][C:16]([CH2:19][CH2:20][CH2:21][OH:22])=[CH:15][CH:14]=2)[C@@H:9]1[C:23]1[CH:28]=[CH:27][C:26]([CH2:29][CH2:30][C:31]2([O:39][C:40](=[O:42])[CH3:41])[CH2:36][O:35][C:34]([CH3:38])([CH3:37])[O:33][CH2:32]2)=[CH:25][CH:24]=1)(=[O:3])[CH3:2].CC(OI1(OC(C)=O)(OC(C)=O)OC(=O)C2C=CC=CC1=2)=O. Product: [C:1]([O:4][C@H:5]([C:43]1[CH:48]=[CH:47][C:46]([F:49])=[CH:45][CH:44]=1)[CH2:6][CH2:7][C@H:8]1[C:11](=[O:12])[N:10]([C:13]2[CH:18]=[CH:17][C:16]([CH2:19][CH2:20][CH:21]=[O:22])=[CH:15][CH:14]=2)[C@@H:9]1[C:23]1[CH:28]=[CH:27][C:26]([CH2:29][CH2:30][C:31]2([O:39][C:40](=[O:42])[CH3:41])[CH2:36][O:35][C:34]([CH3:37])([CH3:38])[O:33][CH2:32]2)=[CH:25][CH:24]=1)(=[O:3])[CH3:2]. The catalyst class is: 4.